Dataset: Full USPTO retrosynthesis dataset with 1.9M reactions from patents (1976-2016). Task: Predict the reactants needed to synthesize the given product. The reactants are: [NH2:1][C:2]1[CH:3]=[CH:4][C:5]([NH:8][C:9]2[CH:14]=[C:13]([CH3:15])[N:12]=[C:11]([NH2:16])[N:10]=2)=[N:6][CH:7]=1.C(N(CC)C1C=CC=CC=1)C.[N+:28]([C:31]1[CH:39]=[CH:38][C:34]([C:35](Cl)=[O:36])=[CH:33][CH:32]=1)([O-:30])=[O:29]. Given the product [NH2:16][C:11]1[N:10]=[C:9]([NH:8][C:5]2[N:6]=[CH:7][C:2]([NH:1][C:35](=[O:36])[C:34]3[CH:33]=[CH:32][C:31]([N+:28]([O-:30])=[O:29])=[CH:39][CH:38]=3)=[CH:3][CH:4]=2)[CH:14]=[C:13]([CH3:15])[N:12]=1, predict the reactants needed to synthesize it.